Dataset: Forward reaction prediction with 1.9M reactions from USPTO patents (1976-2016). Task: Predict the product of the given reaction. (1) Given the reactants Br[C:2]1[CH:14]=[CH:13][C:5]2[C:6](=[O:12])[N:7]([CH3:11])[CH2:8][CH2:9][CH2:10][C:4]=2[CH:3]=1.[C:15](=[O:22])([O:17][C:18]([CH3:21])([CH3:20])[CH3:19])[NH2:16].C([O-])([O-])=O.[Cs+].[Cs+], predict the reaction product. The product is: [CH3:11][N:7]1[CH2:8][CH2:9][CH2:10][C:4]2[CH:3]=[C:2]([NH:16][C:15](=[O:22])[O:17][C:18]([CH3:21])([CH3:20])[CH3:19])[CH:14]=[CH:13][C:5]=2[C:6]1=[O:12]. (2) Given the reactants N.[CH3:2][O:3][C:4]([N:6](CC1C=CC=CC=1)[C@@H:7]([CH:11]1[CH2:16][CH2:15][CH:14]([C@@H:17]([C:22]([CH3:25])([CH3:24])[CH3:23])[O:18][SiH:19]([CH3:21])[CH3:20])[CH2:13][CH2:12]1)[CH2:8][CH:9]=[CH2:10])=[O:5].[Na], predict the reaction product. The product is: [CH3:2][O:3][C:4]([NH:6][C@@H:7]([CH:11]1[CH2:16][CH2:15][CH:14]([C@@H:17]([C:22]([CH3:25])([CH3:24])[CH3:23])[O:18][SiH:19]([CH3:21])[CH3:20])[CH2:13][CH2:12]1)[CH2:8][CH:9]=[CH2:10])=[O:5]. (3) Given the reactants Cl.[NH2:2][C@@H:3]([CH2:12][CH:13]([CH3:15])[CH3:14])[C:4]([NH:6][CH2:7][C:8]([O:10][CH3:11])=[O:9])=[O:5].[C:16]([O:20][C:21]([NH:23][CH2:24][CH2:25][CH2:26][CH2:27][CH2:28][C:29](O)=[O:30])=[O:22])([CH3:19])([CH3:18])[CH3:17].CN(C(ON1N=NC2C=CC=NC1=2)=[N+](C)C)C.F[P-](F)(F)(F)(F)F.CCN(C(C)C)C(C)C, predict the reaction product. The product is: [CH2:12]([C@@H:3]([C:4](=[O:5])[NH:6][CH2:7][C:8]([O:10][CH3:11])=[O:9])[NH:2][C:29](=[O:30])[CH2:28][CH2:27][CH2:26][CH2:25][CH2:24][NH:23][C:21](=[O:22])[O:20][C:16]([CH3:17])([CH3:18])[CH3:19])[CH:13]([CH3:15])[CH3:14].